This data is from Catalyst prediction with 721,799 reactions and 888 catalyst types from USPTO. The task is: Predict which catalyst facilitates the given reaction. (1) Reactant: [CH2:1]([N:3]([CH2:36][CH3:37])[CH2:4][CH2:5][CH2:6][NH:7][C:8]1[N:9]=[C:10]([C:27]2[CH:28]=[C:29]([CH:33]=[CH:34][CH:35]=2)[C:30](O)=[O:31])[C:11]2[CH:17]=[CH:16][C:15](=[O:18])[N:14]([C:19]3[C:24]([F:25])=[CH:23][CH:22]=[CH:21][C:20]=3[F:26])[C:12]=2[N:13]=1)[CH3:2].[CH3:38][N:39](C(ON1N=NC2C=CC=CC1=2)=[N+](C)C)C.F[P-](F)(F)(F)(F)F.C(N(CC)CC)C.CN. Product: [CH2:36]([N:3]([CH2:1][CH3:2])[CH2:4][CH2:5][CH2:6][NH:7][C:8]1[N:9]=[C:10]([C:27]2[CH:28]=[C:29]([CH:33]=[CH:34][CH:35]=2)[C:30]([NH:39][CH3:38])=[O:31])[C:11]2[CH:17]=[CH:16][C:15](=[O:18])[N:14]([C:19]3[C:20]([F:26])=[CH:21][CH:22]=[CH:23][C:24]=3[F:25])[C:12]=2[N:13]=1)[CH3:37]. The catalyst class is: 198. (2) Reactant: [H-].[Na+].[I-].C[S+](C)C.[Br:8][C:9]1[C:16]([CH3:17])=[CH:15][C:12]([CH:13]=[O:14])=[CH:11][N:10]=1.[CH3:18]COC(C)=O.CCOCC. Product: [Br:8][C:9]1[C:16]([CH3:17])=[CH:15][C:12]([CH:13]2[CH2:18][O:14]2)=[CH:11][N:10]=1. The catalyst class is: 774. (3) Product: [N:16]1[CH:17]=[CH:18][CH:19]=[C:14]([O:13][C:12]2[CH:20]=[CH:21][C:9]([OH:8])=[CH:10][CH:11]=2)[CH:15]=1. The catalyst class is: 256. Reactant: C([O:8][C:9]1[CH:21]=[CH:20][C:12]([O:13][C:14]2[CH:15]=[N:16][CH:17]=[CH:18][CH:19]=2)=[CH:11][CH:10]=1)C1C=CC=CC=1.C1COCC1.